This data is from Catalyst prediction with 721,799 reactions and 888 catalyst types from USPTO. The task is: Predict which catalyst facilitates the given reaction. (1) Reactant: [Br:1][C:2]1[CH:3]=[CH:4][C:5]([CH2:8][CH2:9][CH2:10][OH:11])=[N:6][CH:7]=1.[Br-].[Na+].CC1(C)N([O])C(C)(C)CCC1.ClN1C(=[O:32])N(Cl)C(=O)N(Cl)C1=O.C(=O)(O)[O-].[Na+]. Product: [Br:1][C:2]1[CH:3]=[CH:4][C:5]([CH2:8][CH2:9][C:10]([OH:32])=[O:11])=[N:6][CH:7]=1. The catalyst class is: 21. (2) Reactant: [H-].[Na+].[F:3][C:4]([F:21])([F:20])[C:5]1[N:10]=[CH:9][C:8]([O:11][C:12]2[CH:19]=[CH:18][C:15]([CH:16]=O)=[CH:14][CH:13]=2)=[CH:7][N:6]=1.[CH2:22]1COCC1. Product: [CH:16]([C:15]1[CH:18]=[CH:19][C:12]([O:11][C:8]2[CH:7]=[N:6][C:5]([C:4]([F:21])([F:20])[F:3])=[N:10][CH:9]=2)=[CH:13][CH:14]=1)=[CH2:22]. The catalyst class is: 629. (3) Reactant: Br[CH2:2][C:3]1[O:4][C:5]2[CH:11]=[C:10]([C:12](OCC)=[O:13])[CH:9]=[C:8]([O:17][C:18]3[CH:23]=[CH:22][C:21]([S:24]([CH3:27])(=[O:26])=[O:25])=[CH:20][CH:19]=3)[C:6]=2[CH:7]=1.[CH3:28][O-:29].[Na+].[OH2:31].Cl. Product: [CH3:28][O:29][CH2:2][C:3]1[O:4][C:5]2[CH:11]=[C:10]([C:12]([OH:13])=[O:31])[CH:9]=[C:8]([O:17][C:18]3[CH:19]=[CH:20][C:21]([S:24]([CH3:27])(=[O:26])=[O:25])=[CH:22][CH:23]=3)[C:6]=2[CH:7]=1. The catalyst class is: 36. (4) Reactant: S(=O)(=O)(O)O.[Cl:6][C:7]1[CH:8]=[C:9]([C:22]([O:24][CH2:25][CH3:26])=[O:23])[CH:10]=[N:11][C:12]=1[C:13]1[CH:18]=[CH:17][C:16]([O:19][CH3:20])=[C:15]([F:21])[CH:14]=1.[I:27]N1C(=O)CCC1=O.C([O-])(O)=O.[Na+]. Product: [Cl:6][C:7]1[CH:8]=[C:9]([C:22]([O:24][CH2:25][CH3:26])=[O:23])[CH:10]=[N:11][C:12]=1[C:13]1[CH:18]=[C:17]([I:27])[C:16]([O:19][CH3:20])=[C:15]([F:21])[CH:14]=1. The catalyst class is: 15. (5) Product: [N+:1]([C:4]1[C:5]([CH3:20])=[C:6]2[C:11](=[C:12]([CH3:15])[C:13]=1[CH3:14])[O:10][C:9]([CH2:17][O:18][CH3:19])([CH3:16])[CH2:8][CH2:7]2)([O-:3])=[O:2]. Reactant: [N+:1]([C:4]1[C:5]([CH3:20])=[C:6]2[C:11](=[C:12]([CH3:15])[C:13]=1[CH3:14])[O:10][C:9]([CH2:17][O:18][CH3:19])([CH3:16])[CH:8]=[CH:7]2)([O-:3])=[O:2].[H][H]. The catalyst class is: 178. (6) Reactant: [Br:1][C:2]1[CH:3]=[C:4]([C:12]([CH3:15])([CH3:14])[CH3:13])[C:5]([O:10][CH3:11])=[C:6]([CH2:8]Br)[CH:7]=1.[N+:16]([C:19]1[CH:24]=[CH:23][C:22]([OH:25])=[CH:21][CH:20]=1)([O-:18])=[O:17].C([O-])([O-])=O.[K+].[K+]. Product: [Br:1][C:2]1[CH:7]=[C:6]([CH2:8][O:25][C:22]2[CH:23]=[CH:24][C:19]([N+:16]([O-:18])=[O:17])=[CH:20][CH:21]=2)[C:5]([O:10][CH3:11])=[C:4]([C:12]([CH3:15])([CH3:14])[CH3:13])[CH:3]=1. The catalyst class is: 3. (7) Reactant: [NH2:1][CH2:2][C:3]1[CH:8]=[CH:7][C:6]([CH:9]([CH3:28])[C:10]([NH:12][CH2:13][C:14]2[C:15]([O:24][CH:25]([CH3:27])[CH3:26])=[N:16][C:17]([C:20]([F:23])([F:22])[F:21])=[CH:18][CH:19]=2)=[O:11])=[CH:5][C:4]=1[O:29][CH3:30].[CH3:31][S:32](Cl)(=[O:34])=[O:33]. Product: [CH:25]([O:24][C:15]1[C:14]([CH2:13][NH:12][C:10](=[O:11])[CH:9]([C:6]2[CH:7]=[CH:8][C:3]([CH2:2][NH:1][S:32]([CH3:31])(=[O:34])=[O:33])=[C:4]([O:29][CH3:30])[CH:5]=2)[CH3:28])=[CH:19][CH:18]=[C:17]([C:20]([F:22])([F:23])[F:21])[N:16]=1)([CH3:27])[CH3:26]. The catalyst class is: 529. (8) Reactant: Br[C:2]1[N:3]=[C:4]2[C:10]([C:11]([NH:13][C:14]([CH3:17])([CH3:16])[CH3:15])=[O:12])=[CH:9][N:8]([CH2:18][O:19][CH2:20][CH2:21][Si:22]([CH3:25])([CH3:24])[CH3:23])[C:5]2=[N:6][CH:7]=1.[F:26][CH:27]([F:51])[O:28][C:29]1[CH:30]=[C:31]2[C:35](=[CH:36][CH:37]=1)[NH:34][N:33]=[C:32]2[Sn](CCCC)(CCCC)CCCC. Product: [C:14]([NH:13][C:11]([C:10]1[C:4]2[C:5](=[N:6][CH:7]=[C:2]([C:32]3[C:31]4[C:35](=[CH:36][CH:37]=[C:29]([O:28][CH:27]([F:26])[F:51])[CH:30]=4)[NH:34][N:33]=3)[N:3]=2)[N:8]([CH2:18][O:19][CH2:20][CH2:21][Si:22]([CH3:25])([CH3:24])[CH3:23])[CH:9]=1)=[O:12])([CH3:17])([CH3:16])[CH3:15]. The catalyst class is: 441. (9) Reactant: [F:1][C:2]1[CH:26]=[CH:25][CH:24]=[C:23]([F:27])[C:3]=1[C:4]([O:6][CH:7]([C:18]([O:20][CH2:21][CH3:22])=[O:19])[C:8]([C:10]1[CH:15]=[CH:14][C:13]([O:16][CH3:17])=[CH:12][CH:11]=1)=O)=O.C([O-])(=O)C.[NH4+:32]. Product: [F:1][C:2]1[CH:26]=[CH:25][CH:24]=[C:23]([F:27])[C:3]=1[C:4]1[O:6][C:7]([C:18]([O:20][CH2:21][CH3:22])=[O:19])=[C:8]([C:10]2[CH:15]=[CH:14][C:13]([O:16][CH3:17])=[CH:12][CH:11]=2)[N:32]=1. The catalyst class is: 86.